This data is from Full USPTO retrosynthesis dataset with 1.9M reactions from patents (1976-2016). The task is: Predict the reactants needed to synthesize the given product. (1) Given the product [CH3:1][CH:2]([CH2:25][N:26]1[CH2:31][CH2:30][N:29]([C:32]2[CH:37]=[CH:36][C:35]([C:38]([F:41])([F:40])[F:39])=[CH:34][CH:33]=2)[CH2:28][CH2:27]1)[C:3]([N:5]1[CH2:10][CH2:9][CH:8]([NH:11][C:12]2[CH:17]=[CH:16][C:15]([N+:18]([O-:20])=[O:19])=[C:14]([C:21]([F:24])([F:23])[F:22])[CH:13]=2)[CH2:7][CH2:6]1)=[S:51], predict the reactants needed to synthesize it. The reactants are: [CH3:1][C@@H:2]([CH2:25][N:26]1[CH2:31][CH2:30][N:29]([C:32]2[CH:37]=[CH:36][C:35]([C:38]([F:41])([F:40])[F:39])=[CH:34][CH:33]=2)[CH2:28][CH2:27]1)[C:3]([N:5]1[CH2:10][CH2:9][CH:8]([NH:11][C:12]2[CH:17]=[CH:16][C:15]([N+:18]([O-:20])=[O:19])=[C:14]([C:21]([F:24])([F:23])[F:22])[CH:13]=2)[CH2:7][CH2:6]1)=O.COC1C=CC(P2(SP(C3C=CC(OC)=CC=3)(=S)S2)=[S:51])=CC=1. (2) Given the product [CH2:1]([O:8][C:9]1[CH:10]=[C:11]2[C:16](=[CH:17][CH:18]=1)[CH2:15][CH:14]([CH:19]([O:29][Si:30]([C:33]([CH3:36])([CH3:35])[CH3:34])([CH3:31])[CH3:32])[C:20]1[O:21][C:22]([C:25]([NH2:37])=[O:26])=[CH:23][N:24]=1)[CH2:13][CH2:12]2)[C:2]1[CH:3]=[CH:4][CH:5]=[CH:6][CH:7]=1, predict the reactants needed to synthesize it. The reactants are: [CH2:1]([O:8][C:9]1[CH:10]=[C:11]2[C:16](=[CH:17][CH:18]=1)[CH2:15][CH:14]([CH:19]([O:29][Si:30]([C:33]([CH3:36])([CH3:35])[CH3:34])([CH3:32])[CH3:31])[C:20]1[O:21][C:22]([C:25](OC)=[O:26])=[CH:23][N:24]=1)[CH2:13][CH2:12]2)[C:2]1[CH:7]=[CH:6][CH:5]=[CH:4][CH:3]=1.[NH3:37].CO. (3) Given the product [NH2:42][C:4]1[C:3]2[C:7](=[C:8]([C:11]3[C:12]([C@@H:23]([NH:33][C:34](=[O:40])[O:35][C:36]([CH3:37])([CH3:39])[CH3:38])[CH2:24][C:25]4[CH:26]=[C:27]([F:32])[CH:28]=[C:29]([F:31])[CH:30]=4)=[N:13][C:14]([C:17]#[C:18][C:19]([O:22][Si:60]([C:63]([CH3:66])([CH3:65])[CH3:64])([CH3:62])[CH3:61])([CH3:20])[CH3:21])=[CH:15][CH:16]=3)[CH:9]=[CH:10][C:2]=2[Cl:1])[N:6]([CH3:41])[N:5]=1, predict the reactants needed to synthesize it. The reactants are: [Cl:1][C:2]1[CH:10]=[CH:9][C:8]([C:11]2[C:12]([C@@H:23]([NH:33][C:34](=[O:40])[O:35][C:36]([CH3:39])([CH3:38])[CH3:37])[CH2:24][C:25]3[CH:30]=[C:29]([F:31])[CH:28]=[C:27]([F:32])[CH:26]=3)=[N:13][C:14]([C:17]#[C:18][C:19]([OH:22])([CH3:21])[CH3:20])=[CH:15][CH:16]=2)=[C:7]2[C:3]=1[C:4]([NH:42]S(C)(=O)=O)=[N:5][N:6]2[CH3:41].BrC1C([C@@H](NC(=O)OC(C)(C)C)CC2C=C(F)C=C(F)C=2)=NC(C#CC(O[Si:60]([C:63]([CH3:66])([CH3:65])[CH3:64])([CH3:62])[CH3:61])(C)C)=CC=1.ClC1C=CC(B2OC(C)(C)C(C)(C)O2)=C2C=1C(N)=NN2C. (4) Given the product [CH:1]1([C:4]([C:5]2[CH:6]=[CH:7][C:8]([C@H:11]3[CH2:28][C@@:26]4([CH3:27])[C@@H:22]([CH2:23][CH2:24][C@@:25]4([OH:36])[C:29]([F:34])([F:35])[C:30]([F:33])([F:32])[F:31])[C@H:21]4[C:12]3=[C:13]3[C:18]([CH2:19][CH2:20]4)=[CH:17][C:16](=[O:37])[CH2:15][CH2:14]3)=[CH:9][CH:10]=2)=[O:38])[CH2:3][CH2:2]1, predict the reactants needed to synthesize it. The reactants are: [CH:1]1([CH:4]([OH:38])[C:5]2[CH:10]=[CH:9][C:8]([C@H:11]3[CH2:28][C@@:26]4([CH3:27])[C@@H:22]([CH2:23][CH2:24][C@@:25]4([OH:36])[C:29]([F:35])([F:34])[C:30]([F:33])([F:32])[F:31])[C@H:21]4[C:12]3=[C:13]3[C:18]([CH2:19][CH2:20]4)=[CH:17][C:16](=[O:37])[CH2:15][CH2:14]3)=[CH:7][CH:6]=2)[CH2:3][CH2:2]1.C1C=C[NH+]=CC=1.[O-][Cr](Cl)(=O)=O.